This data is from Catalyst prediction with 721,799 reactions and 888 catalyst types from USPTO. The task is: Predict which catalyst facilitates the given reaction. Reactant: Cl.[NH2:2][C:3]1([CH2:11][CH2:12][CH2:13][CH2:14][NH:15][C:16](=[O:25])[O:17][CH2:18][C:19]2[CH:24]=[CH:23][CH:22]=[CH:21][CH:20]=2)[CH2:8][CH2:7][C:6](=[O:9])[NH:5][C:4]1=[O:10].[N+:26]([C:29]1[CH:39]=[CH:38][CH:37]=[C:31]2[C:32]([O:34][C:35](=O)[C:30]=12)=[O:33])([O-:28])=[O:27].C([O-])(=O)C.[Na+].C(=O)(O)[O-].[Na+]. Product: [N+:26]([C:29]1[CH:39]=[CH:38][CH:37]=[C:31]2[C:30]=1[C:35](=[O:34])[N:2]([C:3]1([CH2:11][CH2:12][CH2:13][CH2:14][NH:15][C:16](=[O:25])[O:17][CH2:18][C:19]3[CH:20]=[CH:21][CH:22]=[CH:23][CH:24]=3)[CH2:8][CH2:7][C:6](=[O:9])[NH:5][C:4]1=[O:10])[C:32]2=[O:33])([O-:28])=[O:27]. The catalyst class is: 15.